Dataset: Experimentally validated miRNA-target interactions with 360,000+ pairs, plus equal number of negative samples. Task: Binary Classification. Given a miRNA mature sequence and a target amino acid sequence, predict their likelihood of interaction. The miRNA is mmu-miR-1904 with sequence GUUCUGCUCCUCUGGAGGGAGG. The protein sequence of the target gene is METGGLPLELWRMILAYLHLPDLGRCSLVCRAWYELILSLDSTRWRQLCLGCTECRHPNWPNQPDVEPESWREAFKQHYLASKTWTKNALDLESSICFSLFRRKKERRTLSVGPGHEFDSLGSALAMASLYDRIVLFPGVYEEQGEIILKVPVEIVGQGKLGEVALLASIDQHCSTTRVCNLVFMPAWFSPIMYKTTSGHIQFDNCNFENGHIQVHGPGTCQVKFCTFKNTHVFLHNVPLCMLENCEFVGSENNCVTVEGHPSADKNWAYKYLLGLIKSSPIFLPAEDHDFLMSLDLESR.... Result: 0 (no interaction).